Predict the reaction yield, written as a fraction of the theoretical maximum amount of product (1.0 means a 100% yield; for example, 0.34 means a 34% yield). From a dataset of Reaction yield outcomes from USPTO patents with 853,638 reactions. (1) The reactants are [CH3:1][C:2]1[C:10]2[C:5](=[CH:6][C:7]([NH:11][C:12]3[N:22]=[C:15]4[CH:16]=[CH:17][CH:18]=[C:19]([CH2:20]O)[N:14]4[N:13]=3)=[CH:8][CH:9]=2)[N:4](S(C2C=CC(C)=CC=2)(=O)=O)[N:3]=1.CS(OS(C)(=O)=O)(=O)=O.C(N(CC)CC)C.[NH:49]1[CH2:54][CH2:53][NH:52][CH2:51][C:50]1=[O:55].C[O-].[Na+]. The catalyst is CO.CN(C)C=O. The product is [CH3:1][C:2]1[C:10]2[C:5](=[CH:6][C:7]([NH:11][C:12]3[N:22]=[C:15]4[CH:16]=[CH:17][CH:18]=[C:19]([CH2:20][N:52]5[CH2:53][CH2:54][NH:49][C:50](=[O:55])[CH2:51]5)[N:14]4[N:13]=3)=[CH:8][CH:9]=2)[NH:4][N:3]=1. The yield is 0.233. (2) The reactants are [CH2:1]1[C:9]2[C:4](=[CH:5][C:6]([OH:10])=[CH:7][CH:8]=2)[CH2:3][CH2:2]1.B(Cl)(Cl)Cl.ClCCl.CS[C:20]#[N:21].[Cl-].[Al+3].[Cl-].[Cl-].[OH-].[Na+]. The catalyst is ClC(Cl)C. The product is [OH:10][C:6]1[CH:5]=[C:4]2[C:9]([CH2:1][CH2:2][CH2:3]2)=[CH:8][C:7]=1[C:20]#[N:21]. The yield is 0.509. (3) No catalyst specified. The product is [NH2:1][C:2]1[C:10]2[C:5](=[CH:6][CH:7]=[CH:8][C:9]=2[F:11])[C:4]([C:19]2[CH:20]=[C:21]([CH3:29])[C:22]([O:27][CH3:28])=[C:23]([CH:26]=2)[C:24]#[N:25])([C:12]2[CH:17]=[CH:16][CH:15]=[C:14]([C:34]3[CH:35]=[N:30][CH:31]=[N:32][CH:33]=3)[CH:13]=2)[N:3]=1. The yield is 0.630. The reactants are [NH2:1][C:2]1[C:10]2[C:5](=[CH:6][CH:7]=[CH:8][C:9]=2[F:11])[C:4]([C:19]2[CH:20]=[C:21]([CH3:29])[C:22]([O:27][CH3:28])=[C:23]([CH:26]=2)[C:24]#[N:25])([C:12]2[CH:17]=[CH:16][CH:15]=[C:14](Br)[CH:13]=2)[N:3]=1.[N:30]1[CH:35]=[C:34](B(O)O)[CH:33]=[N:32][CH:31]=1. (4) The reactants are [Cl:1][C:2]1[N:7]=[C:6](S(C)(=O)=O)[N:5]=[C:4]([C:12]2[C:20]3[C:15](=[N:16][CH:17]=[CH:18][CH:19]=3)[N:14](S(C3C=CC=CC=3)(=O)=O)[CH:13]=2)[CH:3]=1.[C@H:30]1([NH2:37])[CH2:35][CH2:34][C@H:33]([NH2:36])[CH2:32][CH2:31]1.C(N(CC)CC)C.[OH-].[Na+].Cl. The catalyst is O1CCOCC1. The product is [Cl:1][C:2]1[CH:3]=[C:4]([C:12]2[C:20]3[C:15](=[N:16][CH:17]=[CH:18][CH:19]=3)[NH:14][CH:13]=2)[N:5]=[C:6]([NH:36][C@H:33]2[CH2:34][CH2:35][C@H:30]([NH2:37])[CH2:31][CH2:32]2)[N:7]=1. The yield is 0.230. (5) The reactants are ClC(OCC)=O.CCN(CC)CC.[CH2:14]([O:17][C:18]1[CH:23]=[CH:22][C:21]([C@@H:24]2[CH2:26][C@H:25]2[C:27]([OH:29])=O)=[CH:20][CH:19]=1)[CH:15]=[CH2:16].[N-:30]=[N+:31]=[N-:32].[Na+]. The yield is 0.890. The product is [CH2:14]([O:17][C:18]1[CH:23]=[CH:22][C:21]([C@@H:24]2[CH2:26][C@H:25]2[C:27]([N:30]=[N+:31]=[N-:32])=[O:29])=[CH:20][CH:19]=1)[CH:15]=[CH2:16]. The catalyst is CC(C)=O.O. (6) The yield is 0.230. The catalyst is C(O)C. The product is [NH:32]1[CH:31]=[CH:30][N:26]=[C:25]1[CH2:24][CH2:23][CH2:22][O:21][C:18]1[CH:17]=[CH:16][C:15]([CH2:14][CH2:13][CH2:12][CH2:11][NH2:10])=[CH:20][CH:19]=1. The reactants are C(OC(=O)[NH:10][CH2:11][CH2:12][CH2:13][CH2:14][C:15]1[CH:20]=[CH:19][C:18]([O:21][CH2:22][CH2:23][CH2:24][C:25]#[N:26])=[CH:17][CH:16]=1)C1C=CC=CC=1.CO[CH:30](OC)[CH2:31][NH2:32].